From a dataset of Full USPTO retrosynthesis dataset with 1.9M reactions from patents (1976-2016). Predict the reactants needed to synthesize the given product. The reactants are: O=[CH:2][C:3]1[CH:11]=[CH:10][C:8]([OH:9])=[C:5]([O:6][CH3:7])[CH:4]=1.C(O)(=O)[CH2:13][C:14]([OH:16])=[O:15].N1CCCCC1. Given the product [OH:9][C:8]1[CH:10]=[CH:11][C:3]([CH:2]=[CH:13][C:14]([OH:16])=[O:15])=[CH:4][C:5]=1[O:6][CH3:7], predict the reactants needed to synthesize it.